This data is from Catalyst prediction with 721,799 reactions and 888 catalyst types from USPTO. The task is: Predict which catalyst facilitates the given reaction. Reactant: Br[C:2]1[C:3]2[N:4]([C:8]([N:11]([CH3:19])[C:12](=[O:18])[O:13][C:14]([CH3:17])([CH3:16])[CH3:15])=[N:9][N:10]=2)[CH:5]=[CH:6][CH:7]=1.[B:20]1(B2OC(C)(C)C(C)(C)O2)[O:24]C(C)(C)C(C)(C)[O:21]1.CC([O-])=O.[K+]. Product: [C:14]([O:13][C:12]([N:11]([CH3:19])[C:8]1[N:4]2[CH:5]=[CH:6][CH:7]=[C:2]([B:20]([OH:24])[OH:21])[C:3]2=[N:10][N:9]=1)=[O:18])([CH3:17])([CH3:16])[CH3:15]. The catalyst class is: 887.